Dataset: NCI-60 drug combinations with 297,098 pairs across 59 cell lines. Task: Regression. Given two drug SMILES strings and cell line genomic features, predict the synergy score measuring deviation from expected non-interaction effect. (1) Drug 1: C1=NC2=C(N=C(N=C2N1C3C(C(C(O3)CO)O)O)F)N. Drug 2: CCN(CC)CCNC(=O)C1=C(NC(=C1C)C=C2C3=C(C=CC(=C3)F)NC2=O)C. Cell line: NCIH23. Synergy scores: CSS=18.2, Synergy_ZIP=-0.756, Synergy_Bliss=4.59, Synergy_Loewe=0.195, Synergy_HSA=0.677. (2) Drug 1: C1=NC2=C(N=C(N=C2N1C3C(C(C(O3)CO)O)O)F)N. Drug 2: C1=CC=C(C(=C1)C(C2=CC=C(C=C2)Cl)C(Cl)Cl)Cl. Cell line: HL-60(TB). Synergy scores: CSS=2.04, Synergy_ZIP=1.26, Synergy_Bliss=-2.52, Synergy_Loewe=-48.7, Synergy_HSA=-11.9. (3) Drug 1: CNC(=O)C1=CC=CC=C1SC2=CC3=C(C=C2)C(=NN3)C=CC4=CC=CC=N4. Drug 2: CC12CCC3C(C1CCC2OP(=O)(O)O)CCC4=C3C=CC(=C4)OC(=O)N(CCCl)CCCl.[Na+]. Cell line: UO-31. Synergy scores: CSS=0.824, Synergy_ZIP=-7.28, Synergy_Bliss=-15.5, Synergy_Loewe=-15.4, Synergy_HSA=-15.6. (4) Drug 2: CC1C(C(CC(O1)OC2CC(CC3=C2C(=C4C(=C3O)C(=O)C5=C(C4=O)C(=CC=C5)OC)O)(C(=O)CO)O)N)O.Cl. Drug 1: C1CC(=O)NC(=O)C1N2CC3=C(C2=O)C=CC=C3N. Cell line: HL-60(TB). Synergy scores: CSS=45.9, Synergy_ZIP=3.21, Synergy_Bliss=3.72, Synergy_Loewe=-14.1, Synergy_HSA=3.22. (5) Drug 1: C1C(C(OC1N2C=C(C(=O)NC2=O)F)CO)O. Drug 2: CC=C1C(=O)NC(C(=O)OC2CC(=O)NC(C(=O)NC(CSSCCC=C2)C(=O)N1)C(C)C)C(C)C. Cell line: HCC-2998. Synergy scores: CSS=55.5, Synergy_ZIP=1.56, Synergy_Bliss=2.19, Synergy_Loewe=-0.233, Synergy_HSA=0.481. (6) Drug 1: CC12CCC3C(C1CCC2O)C(CC4=C3C=CC(=C4)O)CCCCCCCCCS(=O)CCCC(C(F)(F)F)(F)F. Drug 2: C1CCC(C(C1)N)N.C(=O)(C(=O)[O-])[O-].[Pt+4]. Cell line: SR. Synergy scores: CSS=65.0, Synergy_ZIP=-1.28, Synergy_Bliss=-3.43, Synergy_Loewe=-27.0, Synergy_HSA=-5.11.